The task is: Regression. Given two drug SMILES strings and cell line genomic features, predict the synergy score measuring deviation from expected non-interaction effect.. This data is from NCI-60 drug combinations with 297,098 pairs across 59 cell lines. (1) Synergy scores: CSS=49.3, Synergy_ZIP=-2.28, Synergy_Bliss=-0.773, Synergy_Loewe=0.112, Synergy_HSA=3.41. Cell line: U251. Drug 2: C1=C(C(=O)NC(=O)N1)N(CCCl)CCCl. Drug 1: CC(CN1CC(=O)NC(=O)C1)N2CC(=O)NC(=O)C2. (2) Drug 1: C1C(C(OC1N2C=NC3=C(N=C(N=C32)Cl)N)CO)O. Drug 2: C1=NNC2=C1C(=O)NC=N2. Cell line: MALME-3M. Synergy scores: CSS=32.4, Synergy_ZIP=-9.58, Synergy_Bliss=-0.597, Synergy_Loewe=-43.5, Synergy_HSA=-0.495.